Dataset: Full USPTO retrosynthesis dataset with 1.9M reactions from patents (1976-2016). Task: Predict the reactants needed to synthesize the given product. (1) Given the product [CH3:11][C:10]1[CH:9]=[CH:8][C:4]([C:5]([OH:7])=[O:6])=[CH:3][C:2]=1[B:12]1[O:16][C:15]([CH3:18])([CH3:17])[C:14]([CH3:20])([CH3:19])[O:13]1, predict the reactants needed to synthesize it. The reactants are: I[C:2]1[CH:3]=[C:4]([CH:8]=[CH:9][C:10]=1[CH3:11])[C:5]([OH:7])=[O:6].[B:12]1([B:12]2[O:16][C:15]([CH3:18])([CH3:17])[C:14]([CH3:20])([CH3:19])[O:13]2)[O:16][C:15]([CH3:18])([CH3:17])[C:14]([CH3:20])([CH3:19])[O:13]1.CC([O-])=O.[K+]. (2) Given the product [CH3:25][C:22]1[C:21]([NH:26][C:27]([O:29][C@@H:30]([C:32]2[CH:33]=[CH:34][CH:35]=[CH:36][CH:37]=2)[CH3:31])=[O:28])=[C:20]([C:17]2[CH:16]=[CH:15][C:14]([CH2:13][O:12][CH:4]([CH2:5][C:6]3[CH:7]=[CH:8][CH:9]=[CH:10][CH:11]=3)[C:3]([OH:38])=[O:2])=[CH:19][CH:18]=2)[O:24][N:23]=1, predict the reactants needed to synthesize it. The reactants are: C[O:2][C:3](=[O:38])[CH:4]([O:12][CH2:13][C:14]1[CH:19]=[CH:18][C:17]([C:20]2[O:24][N:23]=[C:22]([CH3:25])[C:21]=2[NH:26][C:27]([O:29][C@@H:30]([C:32]2[CH:37]=[CH:36][CH:35]=[CH:34][CH:33]=2)[CH3:31])=[O:28])=[CH:16][CH:15]=1)[CH2:5][C:6]1[CH:11]=[CH:10][CH:9]=[CH:8][CH:7]=1. (3) Given the product [Br:18][C:19]1[CH:26]=[C:23](/[CH:24]=[C:8](\[CH3:9])/[C:6]([O:5][CH2:4][CH3:3])=[O:7])[C:22]([N:27]2[CH2:31][CH2:30][CH:29]([CH3:32])[CH2:28]2)=[N:21][CH:20]=1, predict the reactants needed to synthesize it. The reactants are: [H-].[Na+].[CH3:3][CH2:4][O:5][C:6]([CH:8](P(OCC)(OCC)=O)[CH3:9])=[O:7].[Br:18][C:19]1[CH:20]=[N:21][C:22]([N:27]2[CH2:31][CH2:30][CH:29]([CH3:32])[CH2:28]2)=[C:23]([CH:26]=1)[CH:24]=O.